Dataset: Full USPTO retrosynthesis dataset with 1.9M reactions from patents (1976-2016). Task: Predict the reactants needed to synthesize the given product. (1) Given the product [Cl:1][C:2]1[N:7]=[C:6]([O:8][CH3:9])[C:5]([C:10]2([CH3:19])[CH2:15][CH2:16][CH2:17][NH:18][C:11]2=[O:12])=[CH:4][CH:3]=1, predict the reactants needed to synthesize it. The reactants are: [Cl:1][C:2]1[N:7]=[C:6]([O:8][CH3:9])[C:5]([C:10]([CH3:19])([CH2:15][CH2:16][C:17]#[N:18])[C:11](OC)=[O:12])=[CH:4][CH:3]=1.Cl.C([O-])([O-])=O.[K+].[K+]. (2) Given the product [Cl:1][CH2:2][C:3]1[CH:4]=[C:5]([C:6]([NH:22][CH3:19])=[O:7])[CH:9]=[CH:10][CH:11]=1, predict the reactants needed to synthesize it. The reactants are: [Cl:1][CH2:2][C:3]1[CH:4]=[C:5]([CH:9]=[CH:10][CH:11]=1)[C:6](O)=[O:7].S(Cl)(Cl)=O.Cl.CN.[CH:19]([N:22](CC)C(C)C)(C)C. (3) Given the product [CH3:19][C:16]1[N:15]=[CH:14][C:13]([CH:8]([O:7][CH:1]2[CH2:6][CH2:5][O:20][CH2:3][CH2:2]2)[CH2:9][N+:10]([O-:12])=[O:11])=[CH:18][N:17]=1, predict the reactants needed to synthesize it. The reactants are: [CH:1]1([O:7][CH:8]([C:13]2[CH:14]=[N:15][C:16]([CH3:19])=[N:17][CH:18]=2)[CH2:9][N+:10]([O-:12])=[O:11])[CH2:6][CH2:5]C[CH2:3][CH2:2]1.[O:20]1CCC(O)CC1. (4) The reactants are: Br[C:2]1[CH:3]=[C:4]([C:8]2([CH3:15])[NH:13][C:12](=[O:14])[CH2:11][O:10][CH2:9]2)[CH:5]=[CH:6][CH:7]=1.CCSC(N(CC(C)C)CC(C)C)=O.C(P(C(C)(C)C)C1C=CC=CC=1C1C(C(C)C)=CC(C(C)C)=CC=1C(C)C)(C)(C)C.[C:60](=[NH:73])([C:67]1[CH:72]=[CH:71][CH:70]=[CH:69][CH:68]=1)[C:61]1[CH:66]=[CH:65][CH:64]=[CH:63][CH:62]=1. Given the product [C:60](=[N:73][C:2]1[CH:3]=[C:4]([C:8]2([CH3:15])[NH:13][C:12](=[O:14])[CH2:11][O:10][CH2:9]2)[CH:5]=[CH:6][CH:7]=1)([C:67]1[CH:68]=[CH:69][CH:70]=[CH:71][CH:72]=1)[C:61]1[CH:66]=[CH:65][CH:64]=[CH:63][CH:62]=1, predict the reactants needed to synthesize it. (5) Given the product [C:14]([O:18][C:19](=[O:27])[CH:20]=[C:8]([C:5]1[CH:6]=[CH:7][C:2]([F:1])=[CH:3][CH:4]=1)[C:9]([F:12])([F:11])[F:10])([CH3:17])([CH3:16])[CH3:15], predict the reactants needed to synthesize it. The reactants are: [F:1][C:2]1[CH:7]=[CH:6][C:5]([C:8](=O)[C:9]([F:12])([F:11])[F:10])=[CH:4][CH:3]=1.[C:14]([O:18][C:19](=[O:27])[CH2:20]OP(OC)OC)([CH3:17])([CH3:16])[CH3:15].CN(C)C(=N)N(C)C. (6) The reactants are: [NH:1]1[CH2:4][CH2:3][C@H:2]1[CH2:5][O:6][C:7]1[CH:8]=[N:9][CH:10]=[C:11]([Cl:13])[CH:12]=1.Br[C:15]1[CH:20]=[CH:19][CH:18]=[CH:17][CH:16]=1.C(O)(C)(C)C.[K].C1C=CC(P(C2C=CC3C(=CC=CC=3)C=2C2C3C(=CC=CC=3)C=CC=2P(C2C=CC=CC=2)C2C=CC=CC=2)C2C=CC=CC=2)=CC=1. Given the product [Cl:13][C:11]1[CH:10]=[N:9][CH:8]=[C:7]([O:6][CH2:5][C@@H:2]2[CH2:3][CH2:4][N:1]2[C:15]2[CH:20]=[CH:19][CH:18]=[CH:17][CH:16]=2)[CH:12]=1, predict the reactants needed to synthesize it. (7) Given the product [CH3:42][O:41][C:34]1[CH:35]=[C:36]([O:39][CH3:40])[CH:37]=[CH:38][C:33]=1[C:31](=[O:32])[CH2:30][N:9]1[C:10](=[O:11])[C:5]2[CH:4]=[C:3]([CH2:1][CH3:2])[S:28][C:6]=2[N:7]([CH2:13][C:14]2[CH:19]=[CH:18][C:17]([C:20]3[C:21]([C:26]#[N:27])=[CH:22][CH:23]=[CH:24][CH:25]=3)=[CH:16][CH:15]=2)[C:8]1=[O:12], predict the reactants needed to synthesize it. The reactants are: [CH2:1]([C:3]1[S:28][C:6]2[N:7]([CH2:13][C:14]3[CH:19]=[CH:18][C:17]([C:20]4[C:21]([C:26]#[N:27])=[CH:22][CH:23]=[CH:24][CH:25]=4)=[CH:16][CH:15]=3)[C:8](=[O:12])[NH:9][C:10](=[O:11])[C:5]=2[CH:4]=1)[CH3:2].Br[CH2:30][C:31]([C:33]1[CH:38]=[CH:37][C:36]([O:39][CH3:40])=[CH:35][C:34]=1[O:41][CH3:42])=[O:32].CN(C)C=O.[H-].[Na+]. (8) Given the product [F:1][C:2]1[CH:7]=[CH:6][C:5]([S:8]([NH:17][CH3:16])(=[O:10])=[O:9])=[CH:4][C:3]=1[N+:12]([O-:14])=[O:13], predict the reactants needed to synthesize it. The reactants are: [F:1][C:2]1[CH:7]=[CH:6][C:5]([S:8](Cl)(=[O:10])=[O:9])=[CH:4][C:3]=1[N+:12]([O-:14])=[O:13].C[CH2:16][N:17](CC)CC.CN.Cl. (9) Given the product [C:18]([OH:25])(=[O:24])/[CH:19]=[CH:20]/[C:21]([OH:23])=[O:22].[CH3:3][N:2]([CH2:4][CH:5]1[CH2:10][CH2:9][CH2:8][CH2:7][CH:6]1[C:11]1[CH:12]=[C:13]([OH:17])[CH:14]=[CH:15][CH:16]=1)[CH3:1], predict the reactants needed to synthesize it. The reactants are: [CH3:1][N:2]([CH2:4][CH:5]1[CH2:10][CH2:9][CH2:8][CH2:7][CH:6]1[C:11]1[CH:12]=[C:13]([OH:17])[CH:14]=[CH:15][CH:16]=1)[CH3:3].[C:18]([OH:25])(=[O:24])/[CH:19]=[CH:20]/[C:21]([OH:23])=[O:22].